This data is from Full USPTO retrosynthesis dataset with 1.9M reactions from patents (1976-2016). The task is: Predict the reactants needed to synthesize the given product. (1) Given the product [C:29]1([C:28]([N:1]2[CH2:2][CH2:3][CH:4]([CH2:7][N:8]3[C:12]4[CH:13]=[CH:14][C:15]([C:17]5[CH:18]=[N:19][N:20]([CH:22]6[CH2:27][CH2:26][CH2:25][CH2:24][O:23]6)[CH:21]=5)=[CH:16][C:11]=4[N:10]=[CH:9]3)[CH2:5][CH2:6]2)=[O:35])[CH:34]=[CH:33][CH:32]=[CH:31][CH:30]=1, predict the reactants needed to synthesize it. The reactants are: [NH:1]1[CH2:6][CH2:5][CH:4]([CH2:7][N:8]2[C:12]3[CH:13]=[CH:14][C:15]([C:17]4[CH:18]=[N:19][N:20]([CH:22]5[CH2:27][CH2:26][CH2:25][CH2:24][O:23]5)[CH:21]=4)=[CH:16][C:11]=3[N:10]=[CH:9]2)[CH2:3][CH2:2]1.[C:28](Cl)(=[O:35])[C:29]1[CH:34]=[CH:33][CH:32]=[CH:31][CH:30]=1.C(N(CC)CC)C.C(OCC)(=O)C. (2) Given the product [CH3:28][C:23]1[N:22]([C:18]2[N:17]=[C:16]([CH2:15][C:14]([NH:13][C:10]3[CH:11]=[CH:12][C:7]([NH:6][C:4](=[O:5])[C:3]4[CH:30]=[CH:31][C:32]([CH3:34])=[N:33][C:2]=4[N:39]4[CH2:40][CH2:41][CH:36]([CH3:35])[CH2:37][CH2:38]4)=[CH:8][CH:9]=3)=[O:29])[CH:21]=[CH:20][CH:19]=2)[C:26]([CH3:27])=[CH:25][CH:24]=1, predict the reactants needed to synthesize it. The reactants are: Cl[C:2]1[N:33]=[C:32]([CH3:34])[CH:31]=[CH:30][C:3]=1[C:4]([NH:6][C:7]1[CH:12]=[CH:11][C:10]([NH:13][C:14](=[O:29])[CH2:15][C:16]2[CH:21]=[CH:20][CH:19]=[C:18]([N:22]3[C:26]([CH3:27])=[CH:25][CH:24]=[C:23]3[CH3:28])[N:17]=2)=[CH:9][CH:8]=1)=[O:5].[CH3:35][CH:36]1[CH2:41][CH2:40][NH:39][CH2:38][CH2:37]1.